This data is from Peptide-MHC class II binding affinity with 134,281 pairs from IEDB. The task is: Regression. Given a peptide amino acid sequence and an MHC pseudo amino acid sequence, predict their binding affinity value. This is MHC class II binding data. (1) The peptide sequence is AAKEDFLGCLVKEIP. The MHC is HLA-DPA10103-DPB10201 with pseudo-sequence HLA-DPA10103-DPB10201. The binding affinity (normalized) is 0.626. (2) The peptide sequence is KVRSHAAIGAYLEEQ. The MHC is DRB1_1101 with pseudo-sequence DRB1_1101. The binding affinity (normalized) is 0.375. (3) The binding affinity (normalized) is 0.388. The peptide sequence is ISPNSVFSQWRVVCDSLEDYD. The MHC is DRB1_0401 with pseudo-sequence DRB1_0401. (4) The peptide sequence is GELQIVDKIDAAFMI. The MHC is DRB1_1302 with pseudo-sequence DRB1_1302. The binding affinity (normalized) is 0.445. (5) The peptide sequence is RLEDEMKEGRYEVRA. The MHC is DRB1_0401 with pseudo-sequence DRB1_0401. The binding affinity (normalized) is 0. (6) The peptide sequence is AGAEPAGKATTEEQK. The MHC is DRB1_0901 with pseudo-sequence DRB1_0901. The binding affinity (normalized) is 0.0438. (7) The peptide sequence is VTKDTNDNNLYKLHG. The MHC is DRB1_0701 with pseudo-sequence DRB1_0701. The binding affinity (normalized) is 0.274. (8) The peptide sequence is EKKYFAATQFEPLDA. The MHC is DRB1_0101 with pseudo-sequence DRB1_0101. The binding affinity (normalized) is 0.600. (9) The peptide sequence is LGGVMGGLWKYLNAV. The MHC is DRB1_0404 with pseudo-sequence DRB1_0404. The binding affinity (normalized) is 0.583.